From a dataset of Reaction yield outcomes from USPTO patents with 853,638 reactions. Predict the reaction yield, written as a fraction of the theoretical maximum amount of product (1.0 means a 100% yield; for example, 0.34 means a 34% yield). (1) The reactants are [CH:1]([NH:4][S:5]([C:8]1[CH:9]=[N:10][CH:11]=[CH:12][CH:13]=1)(=[O:7])=[O:6])([CH3:3])[CH3:2].[H-].[Na+].[Cl:16][C:17]1[N:22]=[C:21](Cl)[CH:20]=[CH:19][N:18]=1.[NH4+].[Cl-]. The catalyst is CN(C=O)C.O. The product is [Cl:16][C:17]1[N:22]=[C:21]([N:4]([CH:1]([CH3:3])[CH3:2])[S:5]([C:8]2[CH:9]=[N:10][CH:11]=[CH:12][CH:13]=2)(=[O:6])=[O:7])[CH:20]=[CH:19][N:18]=1. The yield is 0.540. (2) The reactants are Br[C:2]1[S:3][C:4]([C:8]2[N:9]([CH2:13][O:14][CH2:15][CH2:16][Si:17]([CH3:20])([CH3:19])[CH3:18])[CH:10]=[CH:11][N:12]=2)=[C:5]([Br:7])[N:6]=1.C[Sn](C)(C)[C:23]1[CH:28]=[CH:27][N:26]=[C:25]([NH:29][C:30](=[O:32])[CH3:31])[CH:24]=1.[Cl-].[Li+]. The catalyst is O1CCOCC1.C1C=CC([P]([Pd]([P](C2C=CC=CC=2)(C2C=CC=CC=2)C2C=CC=CC=2)([P](C2C=CC=CC=2)(C2C=CC=CC=2)C2C=CC=CC=2)[P](C2C=CC=CC=2)(C2C=CC=CC=2)C2C=CC=CC=2)(C2C=CC=CC=2)C2C=CC=CC=2)=CC=1.[Cu]I. The product is [Br:7][C:5]1[N:6]=[C:2]([C:23]2[CH:28]=[CH:27][N:26]=[C:25]([NH:29][C:30](=[O:32])[CH3:31])[CH:24]=2)[S:3][C:4]=1[C:8]1[N:9]([CH2:13][O:14][CH2:15][CH2:16][Si:17]([CH3:20])([CH3:19])[CH3:18])[CH:10]=[CH:11][N:12]=1. The yield is 0.660.